From a dataset of Reaction yield outcomes from USPTO patents with 853,638 reactions. Predict the reaction yield, written as a fraction of the theoretical maximum amount of product (1.0 means a 100% yield; for example, 0.34 means a 34% yield). (1) The reactants are C(OC1C=CC(C[C@H](O)C(O)=O)=CC=1)C1C=CC=CC=1.[CH2:21]([O:28][C:29]1[CH:43]=[CH:42][C:32]([CH2:33][C@@H:34]2[O:38][C:37]([CH3:40])([CH3:39])[O:36][C:35]2=[O:41])=[CH:31][CH:30]=1)[C:22]1[CH:27]=[CH:26][CH:25]=[CH:24][CH:23]=1.COC(OC)(C)C.CC1C=CC(S(O)(=O)=O)=CC=1. The catalyst is C(Cl)(Cl)Cl.O. The product is [CH2:21]([O:28][C:29]1[CH:43]=[CH:42][C:32]([CH2:33][C@@H:34]2[O:38][C:37]([CH3:40])([CH3:39])[O:36][C:35]2=[O:41])=[CH:31][CH:30]=1)[C:22]1[CH:23]=[CH:24][CH:25]=[CH:26][CH:27]=1. The yield is 0.880. (2) The reactants are [Cl:1][C:2]1[C:7]([CH3:8])=[C:6]([F:9])[CH:5]=[CH:4][C:3]=1[N:10]1[CH2:15][CH2:14][N:13]([CH2:16][CH2:17][CH2:18][CH:19]=[CH:20][C:21]2[N:30]=[C:29]3[C:24]([CH2:25][CH2:26][C:27](=[O:31])[NH:28]3)=[CH:23][CH:22]=2)[CH2:12][CH2:11]1. The catalyst is [Ni].CCO.C1COCC1. The product is [Cl:1][C:2]1[C:7]([CH3:8])=[C:6]([F:9])[CH:5]=[CH:4][C:3]=1[N:10]1[CH2:11][CH2:12][N:13]([CH2:16][CH2:17][CH2:18][CH2:19][CH2:20][C:21]2[N:30]=[C:29]3[C:24]([CH2:25][CH2:26][C:27](=[O:31])[NH:28]3)=[CH:23][CH:22]=2)[CH2:14][CH2:15]1. The yield is 0.890. (3) The reactants are [C:1](=O)([O-])[O-].[K+].[K+].[Br:7][C:8]1[CH:9]=[C:10]([CH:12]=[CH:13][CH:14]=1)[NH2:11].[CH2:15](Br)[CH:16]=[CH2:17].[C:19](#N)[CH3:20]. No catalyst specified. The product is [Br:7][C:8]1[CH:9]=[C:10]([CH:12]=[CH:13][CH:14]=1)[N:11]([CH2:1][CH:19]=[CH2:20])[CH2:15][CH:16]=[CH2:17]. The yield is 0.850.